Dataset: Forward reaction prediction with 1.9M reactions from USPTO patents (1976-2016). Task: Predict the product of the given reaction. (1) The product is: [CH3:26][C:23]1([CH3:25])[C:22]2[C:21]3[CH:20]=[CH:19][CH:18]=[CH:17][C:16]=3[NH:15][C:14]=2[C:13]([C:27]([O:29][CH:30]([CH3:32])[CH3:31])=[O:28])=[CH:12][N:11]([C:9]([C:5]2[CH:6]=[CH:7][CH:8]=[C:3]([CH2:2][N:49]3[CH2:54][CH2:53][NH:52][CH2:51][CH2:50]3)[CH:4]=2)=[O:10])[CH2:24]1. Given the reactants Cl[CH2:2][C:3]1[CH:4]=[C:5]([C:9]([N:11]2[CH2:24][C:23]([CH3:26])([CH3:25])[C:22]3[C:21]4[CH:20]=[CH:19][CH:18]=[CH:17][C:16]=4[NH:15][C:14]=3[C:13]([C:27]([O:29][CH:30]([CH3:32])[CH3:31])=[O:28])=[CH:12]2)=[O:10])[CH:6]=[CH:7][CH:8]=1.CCN(C(C)C)C(C)C.C(OC([N:49]1[CH2:54][CH2:53][NH:52][CH2:51][CH2:50]1)=O)(C)(C)C, predict the reaction product. (2) Given the reactants [CH2:1]([Mg]Br)[CH3:2].[Cl:5][C:6]1[CH:11]=[C:10]([Cl:12])[CH:9]=[CH:8][C:7]=1[N:13]1[C:18]2=[N:19][C:20]3[C:21](=[C:22]([C:26]#N)[CH:23]=[CH:24][CH:25]=3)[N:17]2[CH2:16][CH2:15][CH2:14]1.[BH4-].[Na+].[C:30]([BH3-])#[N:31].[Na+].O1CCC[CH2:35]1, predict the reaction product. The product is: [Cl:5][C:6]1[CH:11]=[C:10]([Cl:12])[CH:9]=[CH:8][C:7]=1[N:13]1[C:18]2=[N:19][C:20]3[CH:25]=[CH:24][CH:23]=[C:22]([CH:26]([N:31]([CH3:30])[CH3:35])[CH2:1][CH3:2])[C:21]=3[N:17]2[CH2:16][CH2:15][CH2:14]1. (3) The product is: [Cl:20][C:21]1[CH:26]=[CH:25][C:24]([C:2]2[C:7]([O:19][CH2:18][C:13]3[N:14]=[CH:15][CH:16]=[CH:17][N:12]=3)=[N:6][CH:5]=[C:4]([CH:3]=2)[C:9]([NH:30][C@@H:31]2[CH2:36][CH2:35][CH2:34][CH2:33][C@H:32]2[OH:37])=[O:11])=[CH:23][CH:22]=1. Given the reactants Br[C:2]1[CH:3]=[C:4]([C:9]([OH:11])=O)[CH:5]=[N:6][C:7]=1Cl.[N:12]1[CH:17]=[CH:16][CH:15]=[N:14][C:13]=1[CH2:18][OH:19].[Cl:20][C:21]1[CH:26]=[CH:25][C:24](B(O)O)=[CH:23][CH:22]=1.[NH2:30][C@@H:31]1[CH2:36][CH2:35][CH2:34][CH2:33][C@H:32]1[OH:37], predict the reaction product. (4) Given the reactants Br[C:2]1[CH:7]=[CH:6][CH:5]=[CH:4][C:3]=1[CH:8]([CH2:13][CH2:14][CH3:15])[C:9]([O:11][CH3:12])=[O:10].C(=O)([O-])[O-].[Na+].[Na+].[C:22]1(B(O)O)[CH:27]=[CH:26][CH:25]=[CH:24][CH:23]=1.C(O)C, predict the reaction product. The product is: [C:22]1([C:2]2[CH:7]=[CH:6][CH:5]=[CH:4][C:3]=2[CH:8]([CH2:13][CH2:14][CH3:15])[C:9]([O:11][CH3:12])=[O:10])[CH:27]=[CH:26][CH:25]=[CH:24][CH:23]=1. (5) Given the reactants [N+:1]([C:4]1[CH:9]=[CH:8][C:7]([CH2:10][N:11]2[CH2:16][CH2:15][CH:14]([NH:17]C(=O)OC(C)(C)C)[CH2:13][CH2:12]2)=[CH:6][CH:5]=1)([O-:3])=[O:2], predict the reaction product. The product is: [N+:1]([C:4]1[CH:9]=[CH:8][C:7]([CH2:10][N:11]2[CH2:12][CH2:13][CH:14]([NH2:17])[CH2:15][CH2:16]2)=[CH:6][CH:5]=1)([O-:3])=[O:2]. (6) Given the reactants [Br:1][C:2]1[C:3]([Cl:12])=[C:4]2[CH:10]=[C:9](I)[NH:8][C:5]2=[N:6][CH:7]=1.C(=O)([O-])[O-].[K+].[K+].[C:19]([O:23][C:24]([N:26]1[CH2:31][CH:30]=[C:29](B2OC(C)(C)C(C)(C)O2)[CH2:28][CH2:27]1)=[O:25])([CH3:22])([CH3:21])[CH3:20], predict the reaction product. The product is: [C:19]([O:23][C:24]([N:26]1[CH2:27][CH:28]=[C:29]([C:9]2[NH:8][C:5]3=[N:6][CH:7]=[C:2]([Br:1])[C:3]([Cl:12])=[C:4]3[CH:10]=2)[CH2:30][CH2:31]1)=[O:25])([CH3:22])([CH3:20])[CH3:21].